Dataset: Full USPTO retrosynthesis dataset with 1.9M reactions from patents (1976-2016). Task: Predict the reactants needed to synthesize the given product. (1) The reactants are: [CH2:1]([N:3]([CH2:12][C:13]1[CH:18]=[C:17]([C:19]([F:22])([F:21])[F:20])[CH:16]=[CH:15][C:14]=1B1OC(C)(C)C(C)(C)O1)[C:4](=[O:11])[C:5]1[CH:10]=[CH:9][CH:8]=[CH:7][CH:6]=1)[CH3:2].[CH3:32][O:33][C:34](=[O:44])[CH2:35][C:36]1[CH:41]=[C:40]([Cl:42])[CH:39]=[C:38](Br)[CH:37]=1. Given the product [CH3:32][O:33][C:34](=[O:44])[CH2:35][C:36]1[CH:37]=[C:38]([C:14]2[CH:15]=[CH:16][C:17]([C:19]([F:21])([F:22])[F:20])=[CH:18][C:13]=2[CH2:12][N:3]([C:4](=[O:11])[C:5]2[CH:6]=[CH:7][CH:8]=[CH:9][CH:10]=2)[CH2:1][CH3:2])[CH:39]=[C:40]([Cl:42])[CH:41]=1, predict the reactants needed to synthesize it. (2) Given the product [OH:26][CH2:25][C:23]1[CH:24]=[C:19]([NH:18][C:16]([C:13]2[N:12]=[N:11][N:10]([CH2:9][C:4]3[CH:5]=[CH:6][C:7]([Cl:8])=[C:2]([Cl:1])[CH:3]=3)[C:14]=2[CH3:15])=[O:17])[CH:20]=[C:21]([CH2:29][OH:30])[CH:22]=1, predict the reactants needed to synthesize it. The reactants are: [Cl:1][C:2]1[CH:3]=[C:4]([CH2:9][N:10]2[C:14]([CH3:15])=[C:13]([C:16]([NH:18][C:19]3[CH:20]=[C:21]([C:29](OC)=[O:30])[CH:22]=[C:23]([C:25](OC)=[O:26])[CH:24]=3)=[O:17])[N:12]=[N:11]2)[CH:5]=[CH:6][C:7]=1[Cl:8].CC(C[AlH]CC(C)C)C.C1(C)C=CC=CC=1.[NH4+].[Cl-]. (3) Given the product [CH2:16]([N:14]([CH3:15])[C:12]1[C:11]([C:20]([F:23])([F:21])[F:22])=[CH:10][C:9]2[NH:24][C:25](=[O:40])[CH2:26][C:27]([C:28]3[CH:33]=[CH:32][CH:31]=[C:30]([N:34]4[CH:38]=[CH:37][CH:36]=[N:35]4)[CH:29]=3)=[N:7][C:8]=2[CH:13]=1)[CH:17]([CH3:19])[CH3:18], predict the reactants needed to synthesize it. The reactants are: C(OC(=O)[NH:7][C:8]1[CH:13]=[C:12]([N:14]([CH2:16][CH:17]([CH3:19])[CH3:18])[CH3:15])[C:11]([C:20]([F:23])([F:22])[F:21])=[CH:10][C:9]=1[NH:24][C:25](=[O:40])[CH2:26][C:27](=O)[C:28]1[CH:33]=[CH:32][CH:31]=[C:30]([N:34]2[CH:38]=[CH:37][CH:36]=[N:35]2)[CH:29]=1)(C)(C)C.C(O)(C(F)(F)F)=O.